Dataset: Peptide-MHC class II binding affinity with 134,281 pairs from IEDB. Task: Regression. Given a peptide amino acid sequence and an MHC pseudo amino acid sequence, predict their binding affinity value. This is MHC class II binding data. The binding affinity (normalized) is 0.215. The peptide sequence is AAASVPAADKFKTFE. The MHC is DRB1_0301 with pseudo-sequence DRB1_0301.